From a dataset of Catalyst prediction with 721,799 reactions and 888 catalyst types from USPTO. Predict which catalyst facilitates the given reaction. (1) Reactant: [Cl:1][C:2]1[CH:3]=[N:4][CH:5]=[C:6]([Cl:26])[C:7]=1[NH:8][C:9]1[NH:10][C:11]2[C:17]3[CH2:18][C:19]([CH3:22])([CH3:21])[O:20][C:16]=3[C:15]([C:23]([OH:25])=O)=[CH:14][C:12]=2[N:13]=1.F[B-](F)(F)F.N1(OC(N(C)C)=[N+](C)C)C2C=CC=CC=2N=N1.CN(C=O)C.[CH3:54][C:55]1([CH3:62])[CH2:60][CH2:59][CH2:58][CH:57]([NH2:61])[CH2:56]1. Product: [Cl:26][C:6]1[CH:5]=[N:4][CH:3]=[C:2]([Cl:1])[C:7]=1[NH:8][C:9]1[NH:10][C:11]2[C:17]3[CH2:18][C:19]([CH3:22])([CH3:21])[O:20][C:16]=3[C:15]([C:23]([NH:61][CH:57]3[CH2:58][CH2:59][CH2:60][C:55]([CH3:62])([CH3:54])[CH2:56]3)=[O:25])=[CH:14][C:12]=2[N:13]=1. The catalyst class is: 1. (2) Reactant: C(O)C.[Cl:4][C:5]1[CH:10]=[CH:9][C:8]([N:11]([CH2:21][C:22]2[CH:27]=[CH:26][C:25]([O:28][CH3:29])=[CH:24][C:23]=2[O:30][CH3:31])[C:12](=[O:20])/[CH:13]=[CH:14]/[C:15]([O:17][CH2:18][CH3:19])=[O:16])=[C:7]([CH:32]([OH:46])[C:33]2[CH:38]=[CH:37][CH:36]=[C:35]([O:39][C:40]([F:43])([F:42])[F:41])[C:34]=2[O:44][CH3:45])[CH:6]=1.C(=O)([O-])[O-].[K+].[K+]. Product: [Cl:4][C:5]1[CH:10]=[CH:9][C:8]2[N:11]([CH2:21][C:22]3[CH:27]=[CH:26][C:25]([O:28][CH3:29])=[CH:24][C:23]=3[O:30][CH3:31])[C:12](=[O:20])[C@@H:13]([CH2:14][C:15]([O:17][CH2:18][CH3:19])=[O:16])[O:46][C@H:32]([C:33]3[CH:38]=[CH:37][CH:36]=[C:35]([O:39][C:40]([F:43])([F:41])[F:42])[C:34]=3[O:44][CH3:45])[C:7]=2[CH:6]=1. The catalyst class is: 13. (3) Reactant: Cl[C:2]1[NH:3][C:4]2[N:5]([N:12]=[CH:13][C:14]=2[C:15]#[N:16])[C:6](=[O:11])[C:7]=1[CH:8]([CH3:10])[CH3:9].[CH3:17][C:18]1([N:21]2[CH:25]=[C:24](B3OC(C)(C)C(C)(C)O3)[CH:23]=[N:22]2)[CH2:20][CH2:19]1.C([O-])([O-])=O.[Na+].[Na+]. The catalyst class is: 622. Product: [CH:8]([C:7]1[C:6](=[O:11])[N:5]2[N:12]=[CH:13][C:14]([C:15]#[N:16])=[C:4]2[NH:3][C:2]=1[C:24]1[CH:23]=[N:22][N:21]([C:18]2([CH3:17])[CH2:20][CH2:19]2)[CH:25]=1)([CH3:10])[CH3:9]. (4) Reactant: Cl[C:2]1[N:7]=[C:6]([C:8]2[CH:13]=[CH:12][N:11]=[C:10]3[NH:14][CH:15]=[CH:16][C:9]=23)[CH:5]=[CH:4][N:3]=1.[NH2:17][C:18]1[CH:23]=[CH:22][CH:21]=[CH:20][N:19]=1. The catalyst class is: 231. Product: [N:19]1[CH:20]=[CH:21][CH:22]=[CH:23][C:18]=1[NH:17][C:2]1[N:7]=[C:6]([C:8]2[CH:13]=[CH:12][N:11]=[C:10]3[NH:14][CH:15]=[CH:16][C:9]=23)[CH:5]=[CH:4][N:3]=1. (5) Reactant: [NH2:1][C:2]1[N:7]=[C:6]([N:8]2[CH2:22][CH2:21][C:11]3([CH2:15][NH:14][C@H:13]([C:16]([O:18]CC)=[O:17])[CH2:12]3)[CH2:10][CH2:9]2)[CH:5]=[C:4]([CH2:23][O:24][C:25]2[CH:30]=[CH:29][C:28]([C:31]3[CH:39]=[C:38]4[C:34]([C:35]([CH3:40])=[N:36][NH:37]4)=[CH:33][CH:32]=3)=[CH:27][CH:26]=2)[N:3]=1.[OH-].[Na+]. Product: [NH2:1][C:2]1[N:7]=[C:6]([N:8]2[CH2:9][CH2:10][C:11]3([CH2:15][NH:14][C@H:13]([C:16]([OH:18])=[O:17])[CH2:12]3)[CH2:21][CH2:22]2)[CH:5]=[C:4]([CH2:23][O:24][C:25]2[CH:26]=[CH:27][C:28]([C:31]3[CH:39]=[C:38]4[C:34]([C:35]([CH3:40])=[N:36][NH:37]4)=[CH:33][CH:32]=3)=[CH:29][CH:30]=2)[N:3]=1. The catalyst class is: 5. (6) Reactant: [O:1]1[CH2:5][CH2:4][C@@H:3]([OH:6])[CH2:2]1.C(N(CC)CC)C.[CH3:14][S:15](Cl)(=[O:17])=[O:16].O. Product: [CH3:14][S:15]([O:6][C@@H:3]1[CH2:4][CH2:5][O:1][CH2:2]1)(=[O:17])=[O:16]. The catalyst class is: 2. (7) Reactant: [H-].[Na+].[CH3:3][O:4][C:5]1[CH:12]=[CH:11][C:8]([CH2:9][SH:10])=[CH:7][CH:6]=1.[CH2:13]([O:15][C:16](=[O:34])[C@H:17]([NH2:33])[CH2:18][CH:19]([C:26]([O:28][C:29]([CH3:32])([CH3:31])[CH3:30])=[O:27])[CH2:20]OS(C)(=O)=O)[CH3:14].O. Product: [CH2:13]([O:15][C:16](=[O:34])[C@H:17]([NH2:33])[CH2:18][CH:19]([C:26]([O:28][C:29]([CH3:32])([CH3:31])[CH3:30])=[O:27])[CH2:20][S:10][CH2:9][C:8]1[CH:11]=[CH:12][C:5]([O:4][CH3:3])=[CH:6][CH:7]=1)[CH3:14]. The catalyst class is: 9. (8) Reactant: [C:1]1([C:35]2[CH:40]=[CH:39][CH:38]=[CH:37][CH:36]=2)[CH:6]=[CH:5][CH:4]=[CH:3][C:2]=1[CH2:7][C:8]([N:10]1[CH2:14][CH2:13][C@H:12]([NH:15][C:16]2[N:25]=[C:24]([N:26]3[CH2:31][CH2:30]C(C(O)=O)[CH2:28][CH2:27]3)[C:23]3[C:18](=[CH:19][CH:20]=[CH:21][CH:22]=3)[N:17]=2)[CH2:11]1)=[O:9].CC[N:43]=C=NCCCN(C)C.Cl.C1C=CC2N(O)N=NC=2C=1.N.C([O:67][CH2:68][CH3:69])(=O)C. Product: [C:1]1([C:35]2[CH:40]=[CH:39][CH:38]=[CH:37][CH:36]=2)[CH:6]=[CH:5][CH:4]=[CH:3][C:2]=1[CH2:7][C:8]([N:10]1[CH2:14][CH2:13][C@H:12]([NH:15][C:16]2[N:25]=[C:24]([N:26]3[CH2:31][CH2:30][CH:69]([C:68]([NH2:43])=[O:67])[CH2:28][CH2:27]3)[C:23]3[C:18](=[CH:19][CH:20]=[CH:21][CH:22]=3)[N:17]=2)[CH2:11]1)=[O:9]. The catalyst class is: 136. (9) Reactant: Br[C:2]1[CH:7]=[CH:6][C:5]([C:8]2[N:9]([CH2:13][O:14][CH2:15][CH2:16][Si:17]([CH3:20])([CH3:19])[CH3:18])[CH:10]=[CH:11][N:12]=2)=[CH:4][CH:3]=1.[CH3:21][C:22]1([CH3:38])[C:26]([CH3:28])([CH3:27])[O:25][B:24]([B:24]2[O:25][C:26]([CH3:28])([CH3:27])[C:22]([CH3:38])([CH3:21])[O:23]2)[O:23]1.C([O-])(=O)C.[K+]. Product: [CH3:21][C:22]1([CH3:38])[C:26]([CH3:28])([CH3:27])[O:25][B:24]([C:2]2[CH:7]=[CH:6][C:5]([C:8]3[N:9]([CH2:13][O:14][CH2:15][CH2:16][Si:17]([CH3:20])([CH3:19])[CH3:18])[CH:10]=[CH:11][N:12]=3)=[CH:4][CH:3]=2)[O:23]1. The catalyst class is: 12. (10) Reactant: [CH3:1][C:2]1([CH3:39])[CH2:7][C:6](=O)[CH2:5][C:4]([CH3:10])([CH3:9])[P:3]1[C:11]1[N:15]([C:16]2[C:17]([C:33]3[CH:38]=[CH:37][CH:36]=[CH:35][CH:34]=3)=[N:18][N:19]([C:27]3[CH:32]=[CH:31][CH:30]=[CH:29][CH:28]=3)[C:20]=2[C:21]2[CH:26]=[CH:25][CH:24]=[CH:23][CH:22]=2)[N:14]=[CH:13][CH:12]=1.C(O)COCCO.O.NN.[OH-].[K+]. Product: [C:27]1([N:19]2[C:20]([C:21]3[CH:22]=[CH:23][CH:24]=[CH:25][CH:26]=3)=[C:16]([N:15]3[C:11]([P:3]4[C:2]([CH3:39])([CH3:1])[CH2:7][CH2:6][CH2:5][C:4]4([CH3:10])[CH3:9])=[CH:12][CH:13]=[N:14]3)[C:17]([C:33]3[CH:34]=[CH:35][CH:36]=[CH:37][CH:38]=3)=[N:18]2)[CH:28]=[CH:29][CH:30]=[CH:31][CH:32]=1. The catalyst class is: 644.